Dataset: Reaction yield outcomes from USPTO patents with 853,638 reactions. Task: Predict the reaction yield, written as a fraction of the theoretical maximum amount of product (1.0 means a 100% yield; for example, 0.34 means a 34% yield). (1) The reactants are [NH2:1][C:2]1[CH:7]=[C:6]([N+:8]([O-:10])=[O:9])[CH:5]=[CH:4][C:3]=1[SH:11].[Cl:12][C:13]1[CH:21]=[CH:20][CH:19]=[CH:18][C:14]=1[C:15](O)=O.CS(O)(=O)=O.O=P12OP3(OP(OP(O3)(O1)=O)(=O)O2)=O.[OH-].[Na+]. The catalyst is O. The product is [Cl:12][C:13]1[CH:21]=[CH:20][CH:19]=[CH:18][C:14]=1[C:15]1[S:11][C:3]2[CH:4]=[CH:5][C:6]([N+:8]([O-:10])=[O:9])=[CH:7][C:2]=2[N:1]=1. The yield is 0.980. (2) The reactants are [F:1][C:2]1[CH:7]=[CH:6][C:5]([C:8]2[N:13]=[C:12]([C:14]#[N:15])[CH:11]=[CH:10][C:9]=2[CH3:16])=[CH:4][CH:3]=1.C([O-])([O-])=[O:18].C([O-])([O-])=O.OO.OO.OO.[Na+].[Na+].[Na+].[Na+].FC(F)(F)S(OS(C(F)(F)F)(=O)=O)(=O)=O.C(=O)([O-])O.[Na+]. The catalyst is C(#N)C. The product is [F:1][C:2]1[CH:7]=[CH:6][C:5]([C:8]2[C:9]([CH3:16])=[CH:10][CH:11]=[C:12]([C:14]#[N:15])[N+:13]=2[O-:18])=[CH:4][CH:3]=1. The yield is 0.400. (3) The reactants are [CH3:1][C:2]1([C:7]2[CH:8]=[N:9][C:10]3[N:11]([C:13]([CH2:16][C:17]4[CH:18]=[C:19]5[C:24](=[CH:25][CH:26]=4)[N:23]=[CH:22][CH:21]=[CH:20]5)=[CH:14][N:15]=3)[N:12]=2)OCC[O:3]1.C([O-])([O-])=O.[Na+].[Na+]. The catalyst is Cl. The product is [N:23]1[C:24]2[C:19](=[CH:18][C:17]([CH2:16][C:13]3[N:11]4[N:12]=[C:7]([C:2](=[O:3])[CH3:1])[CH:8]=[N:9][C:10]4=[N:15][CH:14]=3)=[CH:26][CH:25]=2)[CH:20]=[CH:21][CH:22]=1. The yield is 0.750. (4) The reactants are C1C(=O)N([Br:8])C(=O)C1.[Cl:9][C:10]1[N:15]2[N:16]=[CH:17][CH:18]=[C:14]2[N:13]=[C:12]([CH3:19])[C:11]=1[CH:20]1[CH2:22][CH2:21]1. The catalyst is CC#N.C(Cl)Cl. The product is [Br:8][C:18]1[CH:17]=[N:16][N:15]2[C:10]([Cl:9])=[C:11]([CH:20]3[CH2:21][CH2:22]3)[C:12]([CH3:19])=[N:13][C:14]=12. The yield is 0.910. (5) The reactants are [CH3:1][O:2][C:3]1[CH:8]=[C:7]([O:9][CH3:10])[N:6]=[C:5]([C:11]2[C:19]3[C:14](=[CH:15][CH:16]=[CH:17][CH:18]=3)[NH:13]C=2C)[N:4]=1.C(OCC)(=[O:23])C.O=[O+][O-]. The catalyst is O. The product is [CH3:1][O:2][C:3]1[CH:8]=[C:7]([O:9][CH3:10])[N:6]=[C:5]([C:11]([C:19]2[CH:18]=[CH:17][CH:16]=[CH:15][C:14]=2[NH2:13])=[O:23])[N:4]=1. The yield is 0.460. (6) The reactants are [F:1][C:2]1[CH:7]=[CH:6][C:5]([CH2:8][C:9]([N:11]2[CH2:15][CH:14]([O:16][C:17](=[O:22])[C:18]([CH3:21])([CH3:20])[CH3:19])[CH2:13][NH:12]2)=[O:10])=[CH:4][CH:3]=1.[CH3:23][S:24]([C:27]1[N:32]=[C:31]([C:33](Cl)=[O:34])[CH:30]=[CH:29][N:28]=1)(=O)=O.[OH-].[Na+]. The catalyst is ClCCl. The product is [F:1][C:2]1[CH:7]=[CH:6][C:5]([CH2:8][C:9]([N:11]2[CH2:15][CH:14]([O:16][C:17](=[O:22])[C:18]([CH3:19])([CH3:21])[CH3:20])[CH2:13][N:12]2[C:33]([C:31]2[CH:30]=[CH:29][N:28]=[C:27]([S:24][CH3:23])[N:32]=2)=[O:34])=[O:10])=[CH:4][CH:3]=1. The yield is 0.966. (7) The reactants are I[Si](C)(C)C.[CH2:6]([O:8][C:9]([C@@H:11]1[C@H:16]([NH:17]C(OCC2C=CC=CC=2)=O)[CH2:15][CH2:14][N:13]([CH2:28][CH2:29][S:30][C:31]2[CH:40]=[N:39][C:38]3[C:33](=[CH:34][C:35]([O:41][CH3:42])=[CH:36][CH:37]=3)[N:32]=2)[CH2:12]1)=[O:10])[CH3:7]. The catalyst is ClCCl. The product is [CH2:6]([O:8][C:9]([C@@H:11]1[C@H:16]([NH2:17])[CH2:15][CH2:14][N:13]([CH2:28][CH2:29][S:30][C:31]2[CH:40]=[N:39][C:38]3[C:33](=[CH:34][C:35]([O:41][CH3:42])=[CH:36][CH:37]=3)[N:32]=2)[CH2:12]1)=[O:10])[CH3:7]. The yield is 0.550.